From a dataset of Catalyst prediction with 721,799 reactions and 888 catalyst types from USPTO. Predict which catalyst facilitates the given reaction. (1) Reactant: [CH3:1][C:2]1[CH:7]=[C:6]([NH2:8])[CH:5]=[CH:4][N:3]=1.C[Al](C)C.CCCCCCC.C([O:22][C:23]([C:25]1[N:26]=[C:27]([CH3:37])[S:28][C:29]=1[NH:30][C:31]1[CH:32]=[N:33][CH:34]=[CH:35][CH:36]=1)=O)C. Product: [CH3:1][C:2]1[CH:7]=[C:6]([NH:8][C:23]([C:25]2[N:26]=[C:27]([CH3:37])[S:28][C:29]=2[NH:30][C:31]2[CH:32]=[N:33][CH:34]=[CH:35][CH:36]=2)=[O:22])[CH:5]=[CH:4][N:3]=1. The catalyst class is: 12. (2) Reactant: [C:1]1([C@H:13]2[CH2:18][CH2:17][C@H:16]([CH:19]=[O:20])[CH2:15][CH2:14]2)[N:2]=[N:3][N:4]2[C:9]=1[C:8]1[CH:10]=[CH:11][NH:12][C:7]=1[N:6]=[CH:5]2.P([O-])(O)(O)=[O:22].[Na+].CC(=CC)C.Cl([O-])=O.[Na+].S([O-])([O-])(=O)=S.[Na+].[Na+]. Product: [C:1]1([C@H:13]2[CH2:14][CH2:15][C@H:16]([C:19]([OH:22])=[O:20])[CH2:17][CH2:18]2)[N:2]=[N:3][N:4]2[C:9]=1[C:8]1[CH:10]=[CH:11][NH:12][C:7]=1[N:6]=[CH:5]2. The catalyst class is: 371. (3) Reactant: [Cl:1][C:2]1[CH:7]=[CH:6][CH:5]=[CH:4][C:3]=1[N:8]1[C:17](=[O:18])[C:16]2[C:11](=[CH:12][CH:13]=[C:14]([F:19])[CH:15]=2)[NH:10][C:9]1=S.P(Cl)(Cl)(Cl)(Cl)[Cl:22]. Product: [Cl:22][C:9]1[N:8]([C:3]2[CH:4]=[CH:5][CH:6]=[CH:7][C:2]=2[Cl:1])[C:17](=[O:18])[C:16]2[C:11](=[CH:12][CH:13]=[C:14]([F:19])[CH:15]=2)[N:10]=1. The catalyst class is: 265. (4) Reactant: C(Cl)(=O)C(Cl)=O.CS(C)=O.[Br:11][C:12]1[CH:17]=[C:16]([F:18])[CH:15]=[CH:14][C:13]=1[CH2:19][OH:20].C(N(CC)CC)C. Product: [Br:11][C:12]1[CH:17]=[C:16]([F:18])[CH:15]=[CH:14][C:13]=1[CH:19]=[O:20]. The catalyst class is: 4. (5) Reactant: [Cl:1][C:2]1[CH:29]=[CH:28][C:5]([NH:6][C:7]2[C:16]3[C:11](=[CH:12][C:13](OCCCC(OCC)=O)=[C:14]([O:17][CH3:18])[CH:15]=3)[N:10]=[CH:9][N:8]=2)=[C:4]([F:30])[CH:3]=1.O.CO.Cl. Product: [Cl:1][C:2]1[CH:29]=[CH:28][C:5]([NH:6][C:7]2[C:16]3[C:11](=[CH:12][CH:13]=[C:14]([O:17][CH3:18])[CH:15]=3)[N:10]=[CH:9][N:8]=2)=[C:4]([F:30])[CH:3]=1. The catalyst class is: 74. (6) Reactant: [N+:1]([C:4]1[CH:10]=[C:9]([C:11]2[CH:16]=[CH:15][CH:14]=[CH:13][CH:12]=2)[CH:8]=[CH:7][C:5]=1[NH2:6])([O-])=O.[BH4-].[Na+]. Product: [C:11]1([C:9]2[CH:8]=[CH:7][C:5]([NH2:6])=[C:4]([NH2:1])[CH:10]=2)[CH:12]=[CH:13][CH:14]=[CH:15][CH:16]=1. The catalyst class is: 19. (7) Reactant: [CH3:1][O:2][C:3]1[CH:12]=[C:11]2[C:6]([C:7]([OH:13])=[CH:8][CH:9]=[N:10]2)=[CH:5][CH:4]=1.[H-].[Na+].CS(O[CH2:21][CH2:22][N:23]1[CH2:28][CH2:27][CH:26]([NH:29][C:30]([O:32][C:33]([CH3:36])([CH3:35])[CH3:34])=[O:31])[CH2:25][CH2:24]1)(=O)=O.C(#N)C.O. Product: [CH3:1][O:2][C:3]1[CH:12]=[C:11]2[C:6]([C:7](=[O:13])[CH:8]=[CH:9][N:10]2[CH2:21][CH2:22][N:23]2[CH2:28][CH2:27][CH:26]([NH:29][C:30](=[O:31])[O:32][C:33]([CH3:36])([CH3:35])[CH3:34])[CH2:25][CH2:24]2)=[CH:5][CH:4]=1. The catalyst class is: 3.